Dataset: Catalyst prediction with 721,799 reactions and 888 catalyst types from USPTO. Task: Predict which catalyst facilitates the given reaction. (1) Reactant: [F:1][C:2]1[CH:3]=[C:4]2[C:8](=[CH:9][C:10]=1[F:11])[NH:7][C:6](=[O:12])/[C:5]/2=[C:13]1\[CH:14]=[C:15]([C:20]2[CH:29]=[CH:28][C:23]([C:24]([O:26]C)=[O:25])=[CH:22][CH:21]=2)[C:16]([CH3:19])([CH3:18])[O:17]\1.C1COCC1.CO.[OH-].[Na+].Cl. Product: [F:1][C:2]1[CH:3]=[C:4]2[C:8](=[CH:9][C:10]=1[F:11])[NH:7][C:6](=[O:12])/[C:5]/2=[C:13]1\[CH:14]=[C:15]([C:20]2[CH:29]=[CH:28][C:23]([C:24]([OH:26])=[O:25])=[CH:22][CH:21]=2)[C:16]([CH3:19])([CH3:18])[O:17]\1. The catalyst class is: 6. (2) Reactant: [CH3:1][C:2]1[N:6]([CH2:7][C:8]2[C:17]3[C:12](=[CH:13][CH:14]=[CH:15][CH:16]=3)[CH:11]=[CH:10][CH:9]=2)[C:5]2[CH:18]=[C:19]([N:23]3[CH2:28][CH2:27][O:26][CH2:25][CH2:24]3)[CH:20]=[C:21](N)[C:4]=2[N:3]=1.N([O-])=O.[Na+].[Na+].[Br-:34].C([O-])(O)=O.[Na+]. Product: [Br:34][C:21]1[C:4]2[N:3]=[C:2]([CH3:1])[N:6]([CH2:7][C:8]3[C:17]4[C:12](=[CH:13][CH:14]=[CH:15][CH:16]=4)[CH:11]=[CH:10][CH:9]=3)[C:5]=2[CH:18]=[C:19]([N:23]2[CH2:28][CH2:27][O:26][CH2:25][CH2:24]2)[CH:20]=1. The catalyst class is: 201.